This data is from Reaction yield outcomes from USPTO patents with 853,638 reactions. The task is: Predict the reaction yield, written as a fraction of the theoretical maximum amount of product (1.0 means a 100% yield; for example, 0.34 means a 34% yield). (1) The reactants are [CH3:1][NH:2][CH:3]1[CH2:8][CH2:7][CH2:6][CH:5]([C:9]2[C:17]3[C:12](=[CH:13][CH:14]=[C:15]([N+:18]([O-:20])=[O:19])[CH:16]=3)[NH:11][CH:10]=2)[CH2:4]1.CC([O:25][C:26]([O:28][C:29]([O:31][C:32]([CH3:35])([CH3:34])[CH3:33])=[O:30])=O)(C)C.C(N(CC)CC)C. The product is [C:26](=[O:28])([OH:25])[NH2:2].[CH3:1][N:2]([C@@H:3]1[CH2:8][CH2:7][CH2:6][C@H:5]([C:9]2[C:17]3[C:12](=[CH:13][CH:14]=[C:15]([N+:18]([O-:20])=[O:19])[CH:16]=3)[NH:11][CH:10]=2)[CH2:4]1)[C:29](=[O:30])[O:31][C:32]([CH3:33])([CH3:34])[CH3:35]. The yield is 0.730. The catalyst is O1CCOCC1. (2) The reactants are [F:1][C:2]1[CH:7]=[C:6]([CH:8](O)[CH:9]([CH2:13][C:14]2[CH:19]=[CH:18][CH:17]=[C:16]([O:20][C:21]([F:26])([F:25])[CH:22]([F:24])[F:23])[CH:15]=2)C(O)=O)[CH:5]=[CH:4][N:3]=1.C1(P(N=[N+]=[N-])(C2C=CC=CC=2)=[O:35])C=CC=CC=1.C([N:47]([CH2:50]C)CC)C.[OH2:52]. The catalyst is O1CCCC1. The product is [F:1][C:2]1[CH:7]=[C:6]([CH:8]2[O:52][C:50](=[O:35])[NH:47][CH:9]2[CH2:13][C:14]2[CH:19]=[CH:18][CH:17]=[C:16]([O:20][C:21]([F:25])([F:26])[CH:22]([F:23])[F:24])[CH:15]=2)[CH:5]=[CH:4][N:3]=1. The yield is 0.690. (3) The reactants are [Cl:1][CH2:2][CH2:3][CH2:4][CH2:5][CH2:6][CH2:7][O:8][CH2:9][CH2:10][O:11][CH2:12][CH2:13][NH:14][C:15](=[O:55])[CH2:16][O:17][CH2:18][CH2:19][O:20][CH2:21][CH2:22][O:23][CH2:24][CH2:25][NH:26][C:27](=[O:54])[CH2:28][CH2:29][C:30]1[N:31]=[N:32][N:33]([CH2:35][CH2:36][O:37][CH2:38][CH2:39][O:40][CH2:41][CH2:42][O:43][CH2:44][CH2:45][NH:46]C(=O)OC(C)(C)C)[CH:34]=1.C(O)(C(F)(F)F)=O.C([O-])([O-])=O.[K+].[K+]. The catalyst is C(Cl)Cl. The product is [NH2:46][CH2:45][CH2:44][O:43][CH2:42][CH2:41][O:40][CH2:39][CH2:38][O:37][CH2:36][CH2:35][N:33]1[CH:34]=[C:30]([CH2:29][CH2:28][C:27]([NH:26][CH2:25][CH2:24][O:23][CH2:22][CH2:21][O:20][CH2:19][CH2:18][O:17][CH2:16][C:15](=[O:55])[NH:14][CH2:13][CH2:12][O:11][CH2:10][CH2:9][O:8][CH2:7][CH2:6][CH2:5][CH2:4][CH2:3][CH2:2][Cl:1])=[O:54])[N:31]=[N:32]1. The yield is 0.930. (4) The yield is 0.910. The catalyst is C(Cl)Cl.S([O-])(O)(=O)=O.C([N+](CCCC)(CCCC)CCCC)CCC. The reactants are [Br:1][C:2]1[CH:7]=[C:6](F)[CH:5]=[CH:4][C:3]=1[N+:9]([O-:11])=[O:10].[CH3:12][O:13][C:14]1[CH:21]=[CH:20][C:17]([CH2:18][OH:19])=[CH:16][CH:15]=1.[OH-].[Na+]. The product is [Br:1][C:2]1[CH:7]=[C:6]([O:19][CH2:18][C:17]2[CH:20]=[CH:21][C:14]([O:13][CH3:12])=[CH:15][CH:16]=2)[CH:5]=[CH:4][C:3]=1[N+:9]([O-:11])=[O:10]. (5) The catalyst is O1CCOCC1. The yield is 0.370. The product is [CH2:1]([O:8][N:9]1[C:18]2[C:13](=[CH:14][CH:15]=[CH:16][CH:17]=2)[C:12]([OH:19])=[C:11]([C:20]([NH:27][CH2:28][C:29]([O:31][CH2:32][CH3:33])=[O:30])=[O:21])[C:10]1=[O:25])[C:2]1[CH:3]=[CH:4][CH:5]=[CH:6][CH:7]=1. The reactants are [CH2:1]([O:8][N:9]1[C:18]2[C:13](=[CH:14][CH:15]=[CH:16][CH:17]=2)[C:12]([OH:19])=[C:11]([C:20](OCC)=[O:21])[C:10]1=[O:25])[C:2]1[CH:7]=[CH:6][CH:5]=[CH:4][CH:3]=1.Cl.[NH2:27][CH2:28][C:29]([O:31][CH2:32][CH3:33])=[O:30].CCN(C(C)C)C(C)C.